This data is from Forward reaction prediction with 1.9M reactions from USPTO patents (1976-2016). The task is: Predict the product of the given reaction. (1) Given the reactants [F:1][C:2]1[CH:7]=[CH:6][C:5]([CH2:8][C:9](Cl)=[O:10])=[CH:4][CH:3]=1.[NH2:12][C:13](=[N:19]O)[C:14]([O:16][CH2:17][CH3:18])=[O:15].C(N(CC)C(C)C)(C)C.O, predict the reaction product. The product is: [F:1][C:2]1[CH:7]=[CH:6][C:5]([CH2:8][C:9]2[O:10][N:19]=[C:13]([C:14]([O:16][CH2:17][CH3:18])=[O:15])[N:12]=2)=[CH:4][CH:3]=1. (2) Given the reactants C([O:8][C:9]1[C:10](=[O:35])[C:11]([C:28](=[O:34])[C:29]([CH3:33])([CH3:32])[CH2:30][CH3:31])=[CH:12][N:13]2[CH2:18][CH2:17][N:16]([CH2:19][C:20]3[CH:25]=[CH:24][CH:23]=[C:22]([Cl:26])[CH:21]=3)[C:15](=[O:27])[C:14]=12)C1C=CC=CC=1, predict the reaction product. The product is: [Cl:26][C:22]1[CH:21]=[C:20]([CH:25]=[CH:24][CH:23]=1)[CH2:19][N:16]1[CH2:17][CH2:18][N:13]2[CH:12]=[C:11]([C:28](=[O:34])[C:29]([CH3:32])([CH3:33])[CH2:30][CH3:31])[C:10](=[O:35])[C:9]([OH:8])=[C:14]2[C:15]1=[O:27]. (3) Given the reactants C([O:3][C:4]([C@H:6]1[C@H:10]([C:11](OCC)=[O:12])[O:9][C:8]2([CH2:19][CH2:18][CH2:17][CH2:16]2)[O:7]1)=O)C.[H-].[H-].[H-].[H-].[Li+].[Al+3].C(C(C(C([O-])=O)O)O)([O-])=O.[Na+].[K+].[H-], predict the reaction product. The product is: [OH:3][CH2:4][C@H:6]1[O:7][C:8]2([CH2:19][CH2:18][CH2:17][CH2:16]2)[O:9][C@@H:10]1[CH2:11][OH:12].